This data is from Catalyst prediction with 721,799 reactions and 888 catalyst types from USPTO. The task is: Predict which catalyst facilitates the given reaction. Reactant: NN.[CH3:3][C:4]1([CH3:29])[C:12]2[C:7](=[CH:8][C:9]([N:17]3C(=O)C4C(=CC=CC=4)C3=O)=[CH:10][C:11]=2[C:13]([F:16])([F:15])[F:14])[NH:6][C:5]1=[O:28]. Product: [NH2:17][C:9]1[CH:8]=[C:7]2[C:12]([C:4]([CH3:29])([CH3:3])[C:5](=[O:28])[NH:6]2)=[C:11]([C:13]([F:16])([F:14])[F:15])[CH:10]=1. The catalyst class is: 254.